Task: Predict the reaction yield, written as a fraction of the theoretical maximum amount of product (1.0 means a 100% yield; for example, 0.34 means a 34% yield).. Dataset: Reaction yield outcomes from USPTO patents with 853,638 reactions (1) The reactants are [CH3:1][O:2][C:3]([C:5]1[N:6]([C:22]2[CH:27]=[CH:26][CH:25]=[CH:24][CH:23]=2)[C:7]2[C:12]([C:13](=[O:17])[C:14]=1[CH2:15]Br)=[CH:11][CH:10]=[C:9]([C:18]([F:21])([F:20])[F:19])[N:8]=2)=[O:4].[N-:28]=[N+:29]=[N-:30].[Na+].CN(C=O)C. The catalyst is O. The product is [CH3:1][O:2][C:3]([C:5]1[N:6]([C:22]2[CH:27]=[CH:26][CH:25]=[CH:24][CH:23]=2)[C:7]2[C:12]([C:13](=[O:17])[C:14]=1[CH2:15][N:28]=[N+:29]=[N-:30])=[CH:11][CH:10]=[C:9]([C:18]([F:21])([F:20])[F:19])[N:8]=2)=[O:4]. The yield is 0.978. (2) The reactants are C(NCC)C.CC(O)(C)C.Br[CH2:12][C:13]([C:15]1[CH:20]=[CH:19][C:18]([Br:21])=[CH:17][CH:16]=1)=[O:14].[Br:22][C:23]1[CH:28]=[CH:27][C:26]([C:29](=[O:31])[CH3:30])=[CH:25][CH:24]=1. The catalyst is C1C=CC=CC=1.[Cl-].[Zn+2].[Cl-]. The product is [Br:21][C:18]1[CH:19]=[CH:20][C:15]([C:13](=[O:14])[CH2:12][CH2:30][C:29]([C:26]2[CH:27]=[CH:28][C:23]([Br:22])=[CH:24][CH:25]=2)=[O:31])=[CH:16][CH:17]=1. The yield is 0.391. (3) The reactants are Cl.[CH2:2]([O:4][C:5]1[C:10]([O:11][CH3:12])=[CH:9][C:8]([C:13]([C:15]2[C:24]3[C:19](=[C:20]([OH:28])[C:21]([O:25][CH2:26][CH3:27])=[CH:22][CH:23]=3)[CH:18]=[N:17][CH:16]=2)=[O:14])=[CH:7][C:6]=1[O:29][CH3:30])[CH3:3].[H-].[Na+].CCN(CC)CC.[S:40](Cl)(=[O:43])(=[O:42])[NH2:41].C([O-])([O-])=O.[K+].[K+]. The catalyst is C(Cl)Cl. The product is [S:40](=[O:43])(=[O:42])([O:28][C:20]1[C:21]([O:25][CH2:26][CH3:27])=[CH:22][CH:23]=[C:24]2[C:19]=1[CH:18]=[N:17][CH:16]=[C:15]2[C:13](=[O:14])[C:8]1[CH:9]=[C:10]([O:11][CH3:12])[C:5]([O:4][CH2:2][CH3:3])=[C:6]([O:29][CH3:30])[CH:7]=1)[NH2:41]. The yield is 0.130. (4) The yield is 0.230. The catalyst is ClCCCl.C(O)(=O)C. The product is [NH2:4][C@:5]1([C:22]([OH:23])=[O:50])[C@@H:9]([CH2:10][CH2:11][CH2:12][B:13]([OH:14])[OH:17])[CH2:8][N:7]([CH2:46][C:39]2[C:40]3[C:45](=[CH:44][CH:43]=[CH:42][CH:41]=3)[N:36]=[CH:37][CH:38]=2)[CH2:6]1. The reactants are C([NH:4][C@:5]1([C:22](NC(C)(C)C)=[O:23])[C@@H:9]([CH2:10][CH2:11][CH2:12][B:13]2[O:17]C(C)(C)C(C)(C)[O:14]2)[CH2:8][NH:7][CH2:6]1)(=O)C.S([O-])([O-])(=O)=O.[Na+].[Na+].[N:36]1[C:45]2[C:40](=[CH:41][CH:42]=[CH:43][CH:44]=2)[C:39]([CH:46]=O)=[CH:38][CH:37]=1.C(O[BH-](OC(=O)C)OC(=O)C)(=[O:50])C.[Na+].C(=O)([O-])[O-].[Na+].[Na+]. (5) The reactants are [CH3:1][Si](C=[N+]=[N-])(C)C.[Br:8][C:9]1[CH:14]=[CH:13][C:12]([S:15]([NH:18][C@H:19]([CH3:22])[CH2:20][OH:21])(=[O:17])=[O:16])=[CH:11][CH:10]=1.F[B-](F)(F)F.[H+].O. The catalyst is C(Cl)Cl. The product is [Br:8][C:9]1[CH:10]=[CH:11][C:12]([S:15]([NH:18][C@H:19]([CH3:22])[CH2:20][O:21][CH3:1])(=[O:16])=[O:17])=[CH:13][CH:14]=1. The yield is 0.150. (6) The reactants are [N+:1]([O-:4])(O)=[O:2].[Br:5][C:6]1[CH:11]=[CH:10][C:9]([Br:12])=[CH:8][CH:7]=1. The catalyst is S(=O)(=O)(O)O. The product is [Br:5][C:6]1[CH:11]=[CH:10][C:9]([Br:12])=[CH:8][C:7]=1[N+:1]([O-:4])=[O:2]. The yield is 0.680. (7) The reactants are [CH:1]1([O:6][N:7]2[C:15](=[O:16])[C:14]3[C:9](=[CH:10][CH:11]=[CH:12][CH:13]=3)[C:8]2=[O:17])[CH2:5]C=C[CH2:2]1.C[N+]1([O-])CCOCC1.[O:26]1[CH2:31][CH2:30][O:29]CC1.O. The catalyst is O=[Os](=O)(=O)=O. The product is [OH:26][C@H:31]1[C@@H:30]([OH:29])[CH2:2][CH:1]([O:6][N:7]2[C:15](=[O:16])[C:14]3[C:9](=[CH:10][CH:11]=[CH:12][CH:13]=3)[C:8]2=[O:17])[CH2:5]1. The yield is 0.770.